Binary Classification. Given a drug SMILES string, predict its activity (active/inactive) in a high-throughput screening assay against a specified biological target. From a dataset of HIV replication inhibition screening data with 41,000+ compounds from the AIDS Antiviral Screen. (1) The molecule is CC(NC(=O)CNP(=O)(c1ccccc1)c1ccccc1)C(=O)NC(Cc1ccccc1)C(=O)OCc1ccccc1. The result is 0 (inactive). (2) The molecule is COC(=O)C1=C(O)C(C(=O)OC)C2CC(=O)CC1C2(C)C. The result is 0 (inactive). (3) The drug is Cc1ccc(C[N+](C)(C)N)cc1C. The result is 0 (inactive). (4) The compound is COC1N(C2CC(N=[N+]=[N-])C(CO)O2)C(=O)NC(=O)C1(C)Br. The result is 1 (active). (5) The compound is CCc1ccc(Nc2ccc([N+](=O)[O-])cc2[N+](=O)[O-])cc1. The result is 0 (inactive). (6) The drug is CC(=O)OCC1C(OC(C)=O)CC2CCC1N2C#N. The result is 0 (inactive). (7) The molecule is Oc1nc(C2CCCCC2)nc2ccc(Cl)cc12. The result is 0 (inactive). (8) The molecule is Cc1cc2c(=O)cc(-c3ccc(F)cc3)oc2c(C(=O)O)c1C. The result is 0 (inactive). (9) The compound is COC(=O)C(=O)Nc1cc2c3c(c1)Oc1cccc4c1C3(C)c1c(cccc1O2)O4. The result is 1 (active).